This data is from Full USPTO retrosynthesis dataset with 1.9M reactions from patents (1976-2016). The task is: Predict the reactants needed to synthesize the given product. (1) The reactants are: [O:1]=[C:2]1[N:6]2[CH2:7][CH2:8][N:9]([C:11]([NH:13][C:14]3[CH:19]=[CH:18][CH:17]=[CH:16][CH:15]=3)=[O:12])[CH2:10][CH:5]2[C:4]([C:26]2[CH:31]=[CH:30][CH:29]=[CH:28][CH:27]=2)([C:20]2[CH:25]=[CH:24][CH:23]=[CH:22][CH:21]=2)[O:3]1.[H-].[Na+].[CH3:34]I. Given the product [CH3:34][N:13]([C:14]1[CH:15]=[CH:16][CH:17]=[CH:18][CH:19]=1)[C:11]([N:9]1[CH2:8][CH2:7][N:6]2[C:2](=[O:1])[O:3][C:4]([C:20]3[CH:21]=[CH:22][CH:23]=[CH:24][CH:25]=3)([C:26]3[CH:31]=[CH:30][CH:29]=[CH:28][CH:27]=3)[CH:5]2[CH2:10]1)=[O:12], predict the reactants needed to synthesize it. (2) Given the product [CH2:56]1[C:27]2[C:26](=[CH:31][CH:30]=[CH:29][CH:28]=2)[CH2:25][CH:24]1[N:4]1[C:3](=[O:32])[C:2]([C:38]2[S:39][C:40]([CH3:41])=[C:36]([CH3:35])[N:37]=2)=[C:7]([CH3:8])[N:6]=[C:5]1[C:9]1[CH:14]=[CH:13][CH:12]=[CH:11][C:10]=1[OH:16], predict the reactants needed to synthesize it. The reactants are: Br[C:2]1[C:3](=[O:32])[N:4]([CH2:24][CH2:25][C:26]2[CH:31]=[CH:30][CH:29]=[CH:28][CH:27]=2)[C:5]([C:9]2[CH:14]=[CH:13][CH:12]=[C:11](F)[C:10]=2[O:16]CC2C=CC=CC=2)=[N:6][C:7]=1[CH3:8].[F-].[Cs+].[CH3:35][C:36]1[N:37]=[C:38]([Sn](CCCC)(CCCC)CCCC)[S:39][C:40]=1[CH3:41].O1CCOC[CH2:56]1. (3) Given the product [C:1]1([S:7]([N:10]2[C:18]3[C:13](=[CH:14][CH:15]=[CH:16][CH:17]=3)[CH:12]=[C:11]2[CH2:19][C:21]2[CH:26]=[CH:25][CH:24]=[C:23]([C:27]3[N:28]([S:36]([C:39]4[CH:40]=[CH:41][CH:42]=[CH:43][CH:44]=4)(=[O:37])=[O:38])[C:29]4[C:34]([CH:35]=3)=[CH:33][CH:32]=[CH:31][CH:30]=4)[CH:22]=2)(=[O:8])=[O:9])[CH:2]=[CH:3][CH:4]=[CH:5][CH:6]=1, predict the reactants needed to synthesize it. The reactants are: [C:1]1([S:7]([N:10]2[C:18]3[C:13](=[CH:14][CH:15]=[CH:16][CH:17]=3)[CH:12]=[C:11]2[CH:19]([C:21]2[CH:26]=[CH:25][CH:24]=[C:23]([C:27]3[N:28]([S:36]([C:39]4[CH:44]=[CH:43][CH:42]=[CH:41][CH:40]=4)(=[O:38])=[O:37])[C:29]4[C:34]([CH:35]=3)=[CH:33][CH:32]=[CH:31][CH:30]=4)[CH:22]=2)O)(=[O:9])=[O:8])[CH:6]=[CH:5][CH:4]=[CH:3][CH:2]=1.C([SiH](CC)CC)C.C(O)(C(F)(F)F)=O.C([O-])([O-])=O.[Na+].[Na+]. (4) Given the product [C:12]([C:5]1[CH:4]=[CH:3][C:2]([NH:1][C:22]([CH:23]=[CH:24][C:25]([OH:27])=[O:26])=[O:28])=[CH:7][C:6]=1[C:8]([F:9])([F:10])[F:11])#[N:13], predict the reactants needed to synthesize it. The reactants are: [NH2:1][C:2]1[CH:3]=[CH:4][C:5]([C:12]#[N:13])=[C:6]([C:8]([F:11])([F:10])[F:9])[CH:7]=1.C(OCCCC)(=O)C.[C:22]1(=[O:28])[O:27][C:25](=[O:26])[CH:24]=[CH:23]1. (5) Given the product [O:7]([CH:11]([C:12]1[CH:17]=[CH:16][CH:15]=[CH:14][CH:13]=1)[CH2:10][OH:18])[C:1]1[CH:6]=[CH:5][CH:4]=[CH:3][CH:2]=1, predict the reactants needed to synthesize it. The reactants are: [C:1]1([OH:7])[CH:6]=[CH:5][CH:4]=[CH:3][CH:2]=1.[OH-].[Na+].[CH2:10]1[O:18][CH:11]1[C:12]1[CH:17]=[CH:16][CH:15]=[CH:14][CH:13]=1. (6) Given the product [C:46]([O:45][C:43](=[O:44])[N:8]([C:9]1[C:10]([C:22]2[O:26][N:25]=[C:24]([C:27]3[CH:28]=[CH:29][C:30]([CH2:33][N:34]([C:35]([O:36][C:37]([CH3:38])([CH3:39])[CH3:40])=[O:41])[CH3:42])=[CH:31][CH:32]=3)[CH:23]=2)=[N:11][C:12]([C:15]2[CH:20]=[C:19]([Br:57])[C:18](=[O:21])[NH:17][CH:16]=2)=[CH:13][N:14]=1)[C:6]([O:5][C:1]([CH3:2])([CH3:3])[CH3:4])=[O:7])([CH3:49])([CH3:48])[CH3:47], predict the reactants needed to synthesize it. The reactants are: [C:1]([O:5][C:6]([N:8]([C:43]([O:45][C:46]([CH3:49])([CH3:48])[CH3:47])=[O:44])[C:9]1[C:10]([C:22]2[O:26][N:25]=[C:24]([C:27]3[CH:32]=[CH:31][C:30]([CH2:33][N:34]([CH3:42])[C:35](=[O:41])[O:36][C:37]([CH3:40])([CH3:39])[CH3:38])=[CH:29][CH:28]=3)[CH:23]=2)=[N:11][C:12]([C:15]2[CH:20]=[CH:19][C:18](=[O:21])[NH:17][CH:16]=2)=[CH:13][N:14]=1)=[O:7])([CH3:4])([CH3:3])[CH3:2].C1C(=O)N([Br:57])C(=O)C1. (7) Given the product [C:1]([N:4]1[C:12]2[C:7](=[CH:8][C:9]([Br:13])=[CH:10][C:11]=2[Cl:14])[CH2:6][CH2:5]1)(=[O:3])[CH3:2], predict the reactants needed to synthesize it. The reactants are: [C:1]([N:4]1[C:12]2[C:7](=[CH:8][C:9]([Br:13])=[CH:10][CH:11]=2)[CH2:6][CH2:5]1)(=[O:3])[CH3:2].[Cl:14]N1C(=O)CCC1=O. (8) Given the product [CH2:1]([N:3]([CH2:27][C:28]1[CH:33]=[CH:32][CH:31]=[CH:30][C:29]=1[F:34])[C:4](=[O:26])[CH2:5][O:6][C:7]1[CH:8]=[CH:9][C:10]([CH2:13][CH2:14][S:15][C:16]2[CH:25]=[CH:24][CH:23]=[CH:22][C:17]=2[C:18]([OH:20])=[O:19])=[CH:11][CH:12]=1)[CH3:2], predict the reactants needed to synthesize it. The reactants are: [CH2:1]([N:3]([CH2:27][C:28]1[CH:33]=[CH:32][CH:31]=[CH:30][C:29]=1[F:34])[C:4](=[O:26])[CH2:5][O:6][C:7]1[CH:12]=[CH:11][C:10]([CH2:13][CH2:14][S:15][C:16]2[CH:25]=[CH:24][CH:23]=[CH:22][C:17]=2[C:18]([O:20]C)=[O:19])=[CH:9][CH:8]=1)[CH3:2].[OH-].[Li+].